This data is from NCI-60 drug combinations with 297,098 pairs across 59 cell lines. The task is: Regression. Given two drug SMILES strings and cell line genomic features, predict the synergy score measuring deviation from expected non-interaction effect. (1) Drug 1: CN1C(=O)N2C=NC(=C2N=N1)C(=O)N. Drug 2: CN(CCCl)CCCl.Cl. Cell line: SK-OV-3. Synergy scores: CSS=4.47, Synergy_ZIP=3.84, Synergy_Bliss=2.08, Synergy_Loewe=1.73, Synergy_HSA=2.10. (2) Drug 1: CC1=C(C=C(C=C1)NC2=NC=CC(=N2)N(C)C3=CC4=NN(C(=C4C=C3)C)C)S(=O)(=O)N.Cl. Drug 2: CCC1(CC2CC(C3=C(CCN(C2)C1)C4=CC=CC=C4N3)(C5=C(C=C6C(=C5)C78CCN9C7C(C=CC9)(C(C(C8N6C)(C(=O)OC)O)OC(=O)C)CC)OC)C(=O)OC)O.OS(=O)(=O)O. Cell line: A549. Synergy scores: CSS=39.2, Synergy_ZIP=4.72, Synergy_Bliss=6.28, Synergy_Loewe=-25.5, Synergy_HSA=4.96.